This data is from Full USPTO retrosynthesis dataset with 1.9M reactions from patents (1976-2016). The task is: Predict the reactants needed to synthesize the given product. (1) Given the product [CH:1]12[O:8][CH:5]([CH2:6][CH2:7]1)[CH2:4][N:3]([C:9]1[CH:14]=[C:13]([O:8][CH:5]([CH3:6])[CH3:4])[N:12]=[C:11]([OH:16])[N:10]=1)[CH2:2]2, predict the reactants needed to synthesize it. The reactants are: [CH:1]12[O:8][CH:5]([CH2:6][CH2:7]1)[CH2:4][N:3]([C:9]1[CH:14]=[C:13](Cl)[N:12]=[C:11]([OH:16])[N:10]=1)[CH2:2]2.[H-].[Na+].[H][H]. (2) Given the product [I:14][C:15]1[CH:23]=[CH:22][C:18]([C:9]([O:11][CH2:12][CH3:13])=[O:10])=[CH:17][N:16]=1, predict the reactants needed to synthesize it. The reactants are: C(N(CC)CC)C.Cl[C:9]([O:11][CH2:12][CH3:13])=[O:10].[I:14][C:15]1[CH:23]=[CH:22][C:18](C(O)=O)=[CH:17][N:16]=1. (3) Given the product [CH2:1]([CH:8]1[C:17]2[CH:16]=[C:15]([CH2:18][NH:19][S:20]([C:23]3[N:24]=[CH:25][N:26]([CH3:28])[CH:27]=3)(=[O:21])=[O:22])[CH:14]=[CH:13][C:12]=2[CH2:11][CH2:10][CH:9]1[N:29]1[C:35](=[O:36])[CH:33]2[CH:32]([CH2:34]2)[C:30]1=[O:31])[C:2]1[CH:3]=[CH:4][CH:5]=[CH:6][CH:7]=1, predict the reactants needed to synthesize it. The reactants are: [CH2:1]([CH:8]1[C:17]2[C:12](=[CH:13][CH:14]=[C:15]([CH2:18][NH:19][S:20]([C:23]3[N:24]=[CH:25][N:26]([CH3:28])[CH:27]=3)(=[O:22])=[O:21])[CH:16]=2)[CH2:11][CH2:10][CH:9]1[NH:29][C:30]([C@H:32]1[CH2:34][C@H:33]1[C:35](O)=[O:36])=[O:31])[C:2]1[CH:7]=[CH:6][CH:5]=[CH:4][CH:3]=1.C(Cl)(=O)C. (4) Given the product [CH3:1][O:2][C:3](=[O:13])[C:4]1[CH:9]=[CH:8][C:7]([CH2:10][C:11]2[NH:16][N:15]=[N:14][N:12]=2)=[CH:6][CH:5]=1, predict the reactants needed to synthesize it. The reactants are: [CH3:1][O:2][C:3](=[O:13])[C:4]1[CH:9]=[CH:8][C:7]([CH2:10][C:11]#[N:12])=[CH:6][CH:5]=1.[N-:14]=[N+:15]=[N-:16].[Na+].Cl.C(N(CC)CC)C.